From a dataset of Forward reaction prediction with 1.9M reactions from USPTO patents (1976-2016). Predict the product of the given reaction. Given the reactants [Cl:1][C:2]1[N:7]=[C:6]([NH2:8])[C:5]([O:9][CH3:10])=[N:4][CH:3]=1.[F:11][C:12]1[C:17]([F:18])=[C:16]([F:19])[CH:15]=[CH:14][C:13]=1[S:20](Cl)(=[O:22])=[O:21], predict the reaction product. The product is: [Cl:1][C:2]1[N:7]=[C:6]([NH:8][S:20]([C:13]2[CH:14]=[CH:15][C:16]([F:19])=[C:17]([F:18])[C:12]=2[F:11])(=[O:22])=[O:21])[C:5]([O:9][CH3:10])=[N:4][CH:3]=1.